From a dataset of Merck oncology drug combination screen with 23,052 pairs across 39 cell lines. Regression. Given two drug SMILES strings and cell line genomic features, predict the synergy score measuring deviation from expected non-interaction effect. (1) Drug 1: COc1cccc2c1C(=O)c1c(O)c3c(c(O)c1C2=O)CC(O)(C(=O)CO)CC3OC1CC(N)C(O)C(C)O1. Drug 2: COC1=C2CC(C)CC(OC)C(O)C(C)C=C(C)C(OC(N)=O)C(OC)C=CC=C(C)C(=O)NC(=CC1=O)C2=O. Cell line: EFM192B. Synergy scores: synergy=-11.4. (2) Drug 1: CC(=O)OC1C(=O)C2(C)C(O)CC3OCC3(OC(C)=O)C2C(OC(=O)c2ccccc2)C2(O)CC(OC(=O)C(O)C(NC(=O)c3ccccc3)c3ccccc3)C(C)=C1C2(C)C. Drug 2: N#Cc1ccc(Cn2cncc2CN2CCN(c3cccc(Cl)c3)C(=O)C2)cc1. Cell line: SKMEL30. Synergy scores: synergy=13.4. (3) Drug 1: CN(C)C(=N)N=C(N)N. Drug 2: Cc1nc(Nc2ncc(C(=O)Nc3c(C)cccc3Cl)s2)cc(N2CCN(CCO)CC2)n1. Cell line: NCIH23. Synergy scores: synergy=-7.93. (4) Drug 1: Cc1nc(Nc2ncc(C(=O)Nc3c(C)cccc3Cl)s2)cc(N2CCN(CCO)CC2)n1. Drug 2: CNC(=O)c1cc(Oc2ccc(NC(=O)Nc3ccc(Cl)c(C(F)(F)F)c3)cc2)ccn1. Cell line: ES2. Synergy scores: synergy=14.1.